The task is: Binary Classification. Given a miRNA mature sequence and a target amino acid sequence, predict their likelihood of interaction.. This data is from Experimentally validated miRNA-target interactions with 360,000+ pairs, plus equal number of negative samples. (1) The miRNA is hsa-miR-32-5p with sequence UAUUGCACAUUACUAAGUUGCA. The protein sequence of the target gene is MFLRRLGGWLPRPWGRRKPMRPDPPYPEPRRVDSSSENSGSDWDSAPETMEDVGHPKTKDSGALRVSGAASEPSKEEPQVEQLGSKRMDSLKWDQPISSTQESGRLEAGGASPKLRWDHVDSGGTRRPGVSPEGGLSVPGPGAPLEKPGRREKLLGWLRGEPGAPSRYLGGPEECLQISTNLTLHLLELLASALLALCSRPLRAALDTLGLRGPLGLWLHGLLSFLAALHGLHAVLSLLTAHPLHFACLFGLLQALVLAVSLREPNGDEAATDWESEGLEREGEEQRGDPGKGL. Result: 0 (no interaction). (2) The miRNA is hsa-let-7b-5p with sequence UGAGGUAGUAGGUUGUGUGGUU. The protein sequence of the target gene is MAAQIPESDQIKQFKEFLGTYNKLTETCFLDCVKDFTTREVKPEETTCSEHCLQKYLKMTQRISMRFQEYHIQQNEALAAKAGLLGQPR. Result: 1 (interaction). (3) The miRNA is hsa-miR-606 with sequence AAACUACUGAAAAUCAAAGAU. The protein sequence of the target gene is MPRLPLLLLLLPSLARGLGLRDAGRRHPECSPCQQDRCPAPSPCPAPWISARDECGCCARCLGAEGASCGGPVGSRCGPGLVCASRASGTAPEGTGLCVCAQRGAVCGSDGRSYSSICALRLRARHAPRAHHGHLHKARDGPCEFAPVVLMPPRDIHNVTGTQVFLSCEVKAVPTPVITWKKVKHSPEGTEGLEELPGDHVNIAVQVRGGPSDHETTSWILINPLRKEDEGVYHCHAANAIGEAQSHGTVTVLDLNRYKSLYSSVPGDLL. Result: 0 (no interaction). (4) The miRNA is hsa-miR-4662a-5p with sequence UUAGCCAAUUGUCCAUCUUUAG. The protein sequence of the target gene is MEGKRSQGQGYMKKKSYLVEEDMETDTDEEEEVGRDRVRGSRGSINRGGSLRLCQVDRCTADMKEAKLYHRRHKVCEVHAKASSVFLSGLNQRFCQQCSRFHDLQEFDEAKRSCRRRLAGHNERRRKSSGESTYGEGSGRRGINGQVVMQNQERSRVEMTLPMPNSSFKRPQIR. Result: 0 (no interaction). (5) The miRNA is mmu-miR-5135 with sequence AGGUCUAGGUGGCAAGGGCGUCCU. The protein sequence of the target gene is MATSEPAESDAVRAKEWEQLEPVQRDVYKDTKLENCSNPASMGNQDPKQDIVSVLEEEEPSSGKGKKASPSSLKKIARPKTAGTSAKLQQDDEHREEKQKSQSKLTKEVTLRKKSSNSKKSSEYGLLENKSLHSKHTPSEKKLLKSSSRGKNSNQNSDSLKKKPDTANDHRKSLSHSASDVNKDEIPTRKKCDKLPNNKLSDKGDKNQTSKKCEKVCRHSASHTKEDKIQTGEKRKSHCRTPSKPEKAPGSGKPYECNHCGKVLSHKQGLLDHQRTHTGEKPYECNECGIAFSQKSHLVV.... Result: 1 (interaction). (6) The miRNA is mmu-miR-3086-5p with sequence UAGAUUGUAGGCCCAUUGGA. The protein sequence of the target gene is MARKTIDSIPEPIALPTEETVQKRIKLKMVDLDAEIAKLNVQSLDSSIQMIRDIDQMNVDAVQTTAALEDQDEQLDKIEANLSNVIDDLNVVSHNITAMEHYCGCGFFRILRAPFKYFRKRERDIIKEEVLEKMTSPKLRRKEESNMMMFTNSSKRRESTGDFMKRLTCDAIEDELERNLMQIDQGLESVKNLAVDMHVQLKLQEPKLNRIEELTETNDFVVEGVNDKVKKLLH. Result: 0 (no interaction). (7) The miRNA is hsa-miR-4781-3p with sequence AAUGUUGGAAUCCUCGCUAGAG. The protein sequence of the target gene is MKSSQTFEEQTECIVNTLLMDFLSPTLQVASRNLCCVDEVDSGEPCSFDVAIIAGRLRMLGDQFNGELEASAKNVIAETIKGQTGAILQDTVESLSKTWCAQDSSLAYERAFLAVSVKLLEYMAHIAPEVVGQVAIPMTGMINGNQAIREFIQGQGGWENLES. Result: 1 (interaction).